From a dataset of Catalyst prediction with 721,799 reactions and 888 catalyst types from USPTO. Predict which catalyst facilitates the given reaction. (1) Reactant: Br[C:2]1[N:6]2[CH:7]=[CH:8][C:9]([C:11]([F:14])([F:13])[F:12])=[N:10][C:5]2=[N:4][CH:3]=1.CC1(C)COB([C:22]2[CH:23]=[CH:24][C:25]([F:35])=[C:26]([C:28]3[CH:29]=[N:30][CH:31]=[CH:32][C:33]=3[F:34])[CH:27]=2)OC1.FC1C=CC(B2OC(C)(C)C(C)(C)O2)=CC=1C1C(C#N)=CC=CC=1.B1(B2OCC(C)(C)CO2)OCC(C)(C)CO1. Product: [F:35][C:25]1[CH:24]=[CH:23][C:22]([C:2]2[N:6]3[CH:7]=[CH:8][C:9]([C:11]([F:14])([F:13])[F:12])=[N:10][C:5]3=[N:4][CH:3]=2)=[CH:27][C:26]=1[C:28]1[CH:29]=[N:30][CH:31]=[CH:32][C:33]=1[F:34]. The catalyst class is: 45. (2) Reactant: [CH3:1][C:2]1[CH:7]=[CH:6][C:5]([C:8]2[CH:13]=[C:12]([N:14]3[CH2:19][CH2:18][CH2:17][CH2:16][C:15]3=[O:20])[CH:11]=[C:10]([C:21](O)=[O:22])[CH:9]=2)=[CH:4][CH:3]=1.Cl.CN(C)CCCN=C=NCC.O.ON1C2C=CC=CC=2N=N1.[CH3:47][C:48]1[N:53]=[CH:52][C:51]([C@H:54]([NH2:56])[CH3:55])=[CH:50][N:49]=1.C(N(CC)C(C)C)(C)C. Product: [CH3:1][C:2]1[CH:3]=[CH:4][C:5]([C:8]2[CH:13]=[C:12]([N:14]3[CH2:19][CH2:18][CH2:17][CH2:16][C:15]3=[O:20])[CH:11]=[C:10]([C:21]([NH:56][C@@H:54]([C:51]3[CH:50]=[N:49][C:48]([CH3:47])=[N:53][CH:52]=3)[CH3:55])=[O:22])[CH:9]=2)=[CH:6][CH:7]=1. The catalyst class is: 2.